From a dataset of Merck oncology drug combination screen with 23,052 pairs across 39 cell lines. Regression. Given two drug SMILES strings and cell line genomic features, predict the synergy score measuring deviation from expected non-interaction effect. Drug 1: Cc1nc(Nc2ncc(C(=O)Nc3c(C)cccc3Cl)s2)cc(N2CCN(CCO)CC2)n1. Drug 2: Cn1c(=O)n(-c2ccc(C(C)(C)C#N)cc2)c2c3cc(-c4cnc5ccccc5c4)ccc3ncc21. Cell line: NCIH1650. Synergy scores: synergy=63.6.